Dataset: Experimentally validated miRNA-target interactions with 360,000+ pairs, plus equal number of negative samples. Task: Binary Classification. Given a miRNA mature sequence and a target amino acid sequence, predict their likelihood of interaction. (1) The protein sequence of the target gene is MGRRSSDTEEESRSKRKKKHRRRSSSSSSSDSRTYSRKKGGRKSRSKSRSWSRDLQPRSHSYDRRRRHRSSSSSSYGSRRKRSRSRSRGRGKSYRVQRSRSKSRTRRSRSRPRLRSHSRSSERSSHRRTRSRSRDRERRKGRDKEKREKEKDKGKDKELHNIKRGESGNIKAGLEHLPPAEQAKARLQLVLEAAAKADEALKAKERNEEEAKRRKEEDQATLVEQVKRVKEIEAIESDSFVQQTFRSSKEVKKSVEPSEVKQATSTSGPASAVADPPSTEKEIDPTSIPTAIKYQDDNSL.... Result: 1 (interaction). The miRNA is hsa-miR-548bb-3p with sequence CAAAAACCAUAGUUACUUUUGC. (2) The miRNA is hsa-miR-3913-3p with sequence AGACAUCAAGAUCAGUCCCAAA. The protein sequence of the target gene is MGTRQTKGSLAERASPGAAPGPRRERPDFWASLLLRAGDKAGRAGAGMPPYHRRVGMVQELLRMVRQGRREEAGTLLQHLRQDLGMESTSLDDVLYRYASFRNLVDPITHDLIISLARYIHCPKPEGDALGAMEKLCRQLTYHLSPHSQWRRHRGLVKRKPQACLKAVLAGSPPDNTVDLSGIPLTSRDLERVTSYLQRCGEQVDSVELGFTGLTDDMVLQLLPALSTLPRLTTLALNGNRLTRAVLRDLTDILKDPSKFPNVTWIDLGNNVDIFSLPQPFLLSLRKRSPKQGHLPTILE.... Result: 0 (no interaction). (3) The miRNA is mmu-miR-199a-5p with sequence CCCAGUGUUCAGACUACCUGUUC. The protein sequence of the target gene is MPTSVPRGAPFLLLPPLLMLSAVLAVPVDRAAPPQEDSQATETPDTGLYYHRYLQEVINVLETDGHFREKLQAANAEDIKSGKLSQELDFVSHNVRTKLDELKRQEVSRLRMLLKAKMDAKQEPNLQVDHMNLLKQFEHLDPQNQHTFEARDLELLIQTATRDLAQYDAAHHEEFKRYEMLKEHERRRYLESLGEEQRKEAERKLQEQQRRHREHPKVNVPGSQAQLKEVWEELDGLDPNRFNPKTFFILHDINSDGVLDEQELEALFTKELEKVYDPKNEEDDMREMEEERLRMREHVM.... Result: 1 (interaction). (4) The miRNA is rno-miR-133a-5p with sequence AGCUGGUAAAAUGGAACCAAAU. The protein sequence of the target gene is MSSYQQKQTFTPPPQLQQQQVKQPSQPPPQEIFVPTTKEPCHSKVPQPGNTKIPEPGCTKVPEPGCTKVPEPGCTKVPEPGCTKVPEPGCTKVPEPGCTKVPEPGYTKVPEPGSIKVPDQGFIKFPEPGAIKVPEQGYTKVPVPGYTKLPEPCPSTVTPGPAQQKTKQK. Result: 0 (no interaction). (5) The miRNA is mmu-miR-5627-5p with sequence AGAGGGUGCGCCGGGCCCUGCG. The protein sequence of the target gene is MEAGSGPPGGPGSESPNRAVEYLLELNNIIESQQQLLETQRRRIEELEGQLDQLTQENRDLREESQLHRGELHRDPLGARDSPGRESQYQNLRETQFHHRELRESQFHQASRDVGYPNRDGAYQNREAIYRDKEREASYQLQDTTGYTARERDVAQCHLHHENPALGRERGGREAGPAHPGREKEAGYSAAVGVGQRPPRERGQLSRGASRSSSPGAGGGHSTSTSTSPATTLQRNVEGDAPGSDLSTAVDSPGSQPPYRLSQLPPTSSHMGGPPAGVGLPWAQRARLQPASVALRKQEE.... Result: 0 (no interaction). (6) The miRNA is rno-miR-378a-5p with sequence CUCCUGACUCCAGGUCCUGUGU. The protein sequence of the target gene is MGQTGKKSEKGPVCWRKRVKSEYMRLRQLKRFRRADEVKSMFSSNRQKILERTEILNQEWKQRRIQPVHILTSVSSLRGTRECSVTSDLDFPTQVIPLKTLNAVASVPIMYSWSPLQQNFMVEDETVLHNIPYMGDEVLDQDGTFIEELIKNYDGKVHGDRECGFINDEIFVELVNALGQYNDDDDDDDGDDPEEREEKQKDLEDHRDDKESRPPRKFPSDKIFEAISSMFPDKGTAEELKEKYKELTEQQLPGALPPECTPNIDGPNAKSVQREQSLHSFHTLFCRRCFKYDCFLHPFH.... Result: 0 (no interaction). (7) The miRNA is hsa-miR-6499-3p with sequence AGCAGUGUUUGUUUUGCCCACA. The protein sequence of the target gene is MLWWEEVEDCYEREDVQKKTFTKWVNAQFSKFGKQHIENLFSDLQDGRRLLDLLEGLTGQKLPKEKGSTRVHALNNVNKALRVLQNNNVDLVNIGSTDIVDGNHKLTLGLIWNIILHWQVKNVMKNIMAGLQQTNSEKILLSWVRQSTRNYPQVNVINFTTSWSDGLALNALIHSHRPDLFDWNSVVCQQSATQRLEHAFNIARYQLGIEKLLDPEDVDTTYPDKKSILMYITSLFQVLPQQVSIEAIQEVEMLPRPPKVTKEEHFQLHHQMHYSQQITVSLAQGYERTSSPKPRFKSYA.... Result: 1 (interaction). (8) The miRNA is hsa-miR-5582-3p with sequence UAAAACUUUAAGUGUGCCUAGG. The protein sequence of the target gene is MAAAIASSLIRQKRQAREREKSNACKCVSSPSKGKTSCDKNKLNVFSRVKLFGSKKRRRRRPEPQLKGIVTKLYSRQGYHLQLQADGTIDGTKDEDSTYTLFNLIPVGLRVVAIQGVQTKLYLAMNSEGYLYTSEHFTPECKFKESVFENYYVTYSSMIYRQQQSGRGWYLGLNKEGEIMKGNHVKKNKPAAHFLPKPLKVAMYKEPSLHDLTEFSRSGSGTPTKSRSVSGVLNGGKSMSHNEST. Result: 0 (no interaction). (9) The miRNA is hsa-miR-17-5p with sequence CAAAGUGCUUACAGUGCAGGUAG. The protein sequence of the target gene is MAFMEKPPAGKVLLDDTVPLTAAIEASQSLQSHTEYIIRVQRGISVENSWQIVRRYSDFDLLNNSLQIAGLSLPLPPKKLIGNMDREFIAERQKGLQNYLNVITTNHILSNCELVKKFLDPNNYSANYTEIALQQVSMFFRSEPKWEVVEPLKDIGWRIRKKYFLMKIKNQPKERLVLSWADLGPDKYLSDKDFQCLIKLLPSCLHPYIYRVTFATANESSALLIRMFNEKGTLKDLIYKAKPKDPFLKKYCNPKKIQGLELQQIKTYGRQILEVLKFLHDKGFPYGHLHASNVMLDGDT.... Result: 1 (interaction).